From a dataset of NCI-60 drug combinations with 297,098 pairs across 59 cell lines. Regression. Given two drug SMILES strings and cell line genomic features, predict the synergy score measuring deviation from expected non-interaction effect. Drug 1: C1=CC(=C2C(=C1NCCNCCO)C(=O)C3=C(C=CC(=C3C2=O)O)O)NCCNCCO. Drug 2: CC1CCC2CC(C(=CC=CC=CC(CC(C(=O)C(C(C(=CC(C(=O)CC(OC(=O)C3CCCCN3C(=O)C(=O)C1(O2)O)C(C)CC4CCC(C(C4)OC)OCCO)C)C)O)OC)C)C)C)OC. Cell line: SNB-75. Synergy scores: CSS=55.9, Synergy_ZIP=2.94, Synergy_Bliss=2.50, Synergy_Loewe=6.09, Synergy_HSA=7.38.